This data is from Catalyst prediction with 721,799 reactions and 888 catalyst types from USPTO. The task is: Predict which catalyst facilitates the given reaction. (1) Reactant: Cl.Cl.[NH2:3][C:4]1[N:9]=[CH:8][N:7]=[C:6]2[N:10]([CH:16]([C:18]3[C:19]([O:31][CH3:32])=[C:20]([CH:27]4[CH2:30][NH:29][CH2:28]4)[C:21]([CH3:26])=[C:22]([CH:25]=3)[C:23]#[N:24])[CH3:17])[N:11]=[C:12]([CH:13]([F:15])[F:14])[C:5]=12.Br[CH2:34][CH:35]([F:37])[F:36].C(N(CC)CC)C. Product: [NH2:3][C:4]1[N:9]=[CH:8][N:7]=[C:6]2[N:10]([CH:16]([C:18]3[C:19]([O:31][CH3:32])=[C:20]([CH:27]4[CH2:30][N:29]([CH2:34][CH:35]([F:37])[F:36])[CH2:28]4)[C:21]([CH3:26])=[C:22]([CH:25]=3)[C:23]#[N:24])[CH3:17])[N:11]=[C:12]([CH:13]([F:14])[F:15])[C:5]=12. The catalyst class is: 405. (2) Reactant: [Br:1][C:2]1[C:11]([CH:12]([CH2:28]O)[CH2:13][N:14]2[CH2:19][CH2:18][CH:17]([NH:20][C:21](=[O:27])[O:22][C:23]([CH3:26])([CH3:25])[CH3:24])[CH2:16][CH2:15]2)=[C:10]2[C:5]([CH:6]=[CH:7][C:8]([O:30]C)=[N:9]2)=[CH:4][CH:3]=1.CS(OS(C)(=O)=O)(=O)=O.C(N(C(C)C)CC)(C)C. Product: [Br:1][C:2]1[C:11]2[CH:12]([CH2:13][N:14]3[CH2:15][CH2:16][CH:17]([NH:20][C:21](=[O:27])[O:22][C:23]([CH3:24])([CH3:25])[CH3:26])[CH2:18][CH2:19]3)[CH2:28][N:9]3[C:10]=2[C:5]([CH:6]=[CH:7][C:8]3=[O:30])=[CH:4][CH:3]=1. The catalyst class is: 22. (3) Reactant: [C:1]12([C:11]3[N:15]([CH2:16][C:17]([O:19]C)=[O:18])[C:14]([C:21]4[CH:26]=[CH:25][CH:24]=[CH:23][CH:22]=4)=[N:13][N:12]=3)[CH2:10][CH:5]3[CH2:6][CH:7]([CH2:9][CH:3]([CH2:4]3)[CH2:2]1)[CH2:8]2.[OH-].[Na+]. Product: [C:1]12([C:11]3[N:15]([CH2:16][C:17]([OH:19])=[O:18])[C:14]([C:21]4[CH:22]=[CH:23][CH:24]=[CH:25][CH:26]=4)=[N:13][N:12]=3)[CH2:10][CH:5]3[CH2:6][CH:7]([CH2:9][CH:3]([CH2:4]3)[CH2:2]1)[CH2:8]2. The catalyst class is: 5. (4) Reactant: [Cl:1][CH2:2][C:3]1[CH:7]=[C:6]([C:8]2[C:9]([NH:14][C:15](=[O:21])[O:16][C:17]([CH3:20])([CH3:19])[CH3:18])=[N:10][CH:11]=[CH:12][CH:13]=2)[O:5][N:4]=1.[C:22](O[C:22]([O:24][C:25]([CH3:28])([CH3:27])[CH3:26])=[O:23])([O:24][C:25]([CH3:28])([CH3:27])[CH3:26])=[O:23].C(OCC)(=O)C.O.[Cl-].[Na+]. Product: [Cl:1][CH2:2][C:3]1[CH:7]=[C:6]([C:8]2[C:9]([N:14]([C:22]([O:24][C:25]([CH3:28])([CH3:27])[CH3:26])=[O:23])[C:15]([O:16][C:17]([CH3:18])([CH3:20])[CH3:19])=[O:21])=[N:10][CH:11]=[CH:12][CH:13]=2)[O:5][N:4]=1. The catalyst class is: 453. (5) Reactant: [CH3:1][C:2]1[C:8]([OH:9])=[CH:7][CH:6]=[CH:5][C:3]=1[OH:4].[Cl:10][CH2:11][C:12](=O)[CH2:13][C:14](OCC)=[O:15].O. Product: [Cl:10][CH2:11][C:12]1[C:5]2[C:3](=[C:2]([CH3:1])[C:8]([OH:9])=[CH:7][CH:6]=2)[O:4][C:14](=[O:15])[CH:13]=1. The catalyst class is: 501. (6) Reactant: [CH3:1][O:2][C:3]1[C:8]([C:9]([O:11][CH2:12][CH3:13])=[O:10])=[C:7]([CH3:14])[N:6]=[C:5]([C:15]2[CH:16]=[N:17][C:18]([O:23][CH3:24])=[C:19]([O:21][CH3:22])[CH:20]=2)[CH:4]=1.C1C(=O)N([Br:32])C(=O)C1.C(OOC(=O)C1C=CC=CC=1)(=O)C1C=CC=CC=1.C(=O)([O-])[O-].[K+].[K+]. Product: [Br:32][CH2:14][C:7]1[N:6]=[C:5]([C:15]2[CH:16]=[N:17][C:18]([O:23][CH3:24])=[C:19]([O:21][CH3:22])[CH:20]=2)[CH:4]=[C:3]([O:2][CH3:1])[C:8]=1[C:9]([O:11][CH2:12][CH3:13])=[O:10]. The catalyst class is: 53. (7) Reactant: [Cl:1][C:2]1[CH:3]=[C:4]([C@@H:8]2[C@@H:13]([C:14]3[CH:19]=[CH:18][C:17]([Cl:20])=[CH:16][CH:15]=3)[N:12]([C@@H:21]([CH2:24][CH3:25])[CH2:22][OH:23])[C:11](=[O:26])[CH2:10][CH2:9]2)[CH:5]=[CH:6][CH:7]=1.Br[CH2:28][CH:29]1[CH2:31][CH2:30]1.CC(C)([O-])C.[Na+]. Product: [Cl:1][C:2]1[CH:3]=[C:4]([C@@H:8]2[C@@H:13]([C:14]3[CH:19]=[CH:18][C:17]([Cl:20])=[CH:16][CH:15]=3)[N:12]([C@@H:21]([CH2:24][CH3:25])[CH2:22][O:23][CH2:28][CH:29]3[CH2:31][CH2:30]3)[C:11](=[O:26])[CH2:10][CH2:9]2)[CH:5]=[CH:6][CH:7]=1. The catalyst class is: 3.